This data is from Reaction yield outcomes from USPTO patents with 853,638 reactions. The task is: Predict the reaction yield, written as a fraction of the theoretical maximum amount of product (1.0 means a 100% yield; for example, 0.34 means a 34% yield). (1) The reactants are [CH3:1][N:2]1[C:7](=[O:8])[C:6]([NH:9][C:10]2[CH:19]=[C:13]3[CH2:14][N:15]([CH3:18])[CH2:16][CH2:17][N:12]3[N:11]=2)=[CH:5][C:4]([C:20]2[CH:25]=[CH:24][N:23]=[C:22]([N:26]3[C:38](=[O:39])[C:37]4[N:29]([C:30]5[C@@H:31]6[CH2:40][C@H:34]([C:35]=5[CH:36]=4)[CH2:33][CH2:32]6)[CH2:28][CH2:27]3)[C:21]=2[CH:41]=[O:42])=[CH:3]1.[BH4-].[Na+]. The catalyst is CO. The product is [OH:42][CH2:41][C:21]1[C:22]([N:26]2[CH2:27][CH2:28][N:29]3[C:30]4[CH:31]5[CH2:40][CH:34]([C:35]=4[CH:36]=[C:37]3[C:38]2=[O:39])[CH2:33][CH2:32]5)=[N:23][CH:24]=[CH:25][C:20]=1[C:4]1[CH:5]=[C:6]([NH:9][C:10]2[CH:19]=[C:13]3[CH2:14][N:15]([CH3:18])[CH2:16][CH2:17][N:12]3[N:11]=2)[C:7](=[O:8])[N:2]([CH3:1])[CH:3]=1. The yield is 0.830. (2) The reactants are [N+:1]([C:4]1[C:5]([NH:14]C(=O)C)=[CH:6][C:7]2[CH2:8][CH2:9][CH2:10][CH2:11][C:12]=2[CH:13]=1)([O-:3])=[O:2].N. The catalyst is Cl.O. The product is [N+:1]([C:4]1[C:5]([NH2:14])=[CH:6][C:7]2[CH2:8][CH2:9][CH2:10][CH2:11][C:12]=2[CH:13]=1)([O-:3])=[O:2]. The yield is 1.00.